The task is: Regression. Given two drug SMILES strings and cell line genomic features, predict the synergy score measuring deviation from expected non-interaction effect.. This data is from NCI-60 drug combinations with 297,098 pairs across 59 cell lines. (1) Drug 1: CC1C(C(CC(O1)OC2CC(OC(C2O)C)OC3=CC4=CC5=C(C(=O)C(C(C5)C(C(=O)C(C(C)O)O)OC)OC6CC(C(C(O6)C)O)OC7CC(C(C(O7)C)O)OC8CC(C(C(O8)C)O)(C)O)C(=C4C(=C3C)O)O)O)O. Drug 2: C1CN(P(=O)(OC1)NCCCl)CCCl. Cell line: U251. Synergy scores: CSS=33.5, Synergy_ZIP=1.13, Synergy_Bliss=-0.162, Synergy_Loewe=-57.9, Synergy_HSA=-2.31. (2) Drug 1: CC1C(C(=O)NC(C(=O)N2CCCC2C(=O)N(CC(=O)N(C(C(=O)O1)C(C)C)C)C)C(C)C)NC(=O)C3=C4C(=C(C=C3)C)OC5=C(C(=O)C(=C(C5=N4)C(=O)NC6C(OC(=O)C(N(C(=O)CN(C(=O)C7CCCN7C(=O)C(NC6=O)C(C)C)C)C)C(C)C)C)N)C. Drug 2: C1CC(C1)(C(=O)O)C(=O)O.[NH2-].[NH2-].[Pt+2]. Cell line: PC-3. Synergy scores: CSS=14.6, Synergy_ZIP=-2.32, Synergy_Bliss=3.61, Synergy_Loewe=5.48, Synergy_HSA=5.54. (3) Drug 1: CC(CN1CC(=O)NC(=O)C1)N2CC(=O)NC(=O)C2. Drug 2: CC1OCC2C(O1)C(C(C(O2)OC3C4COC(=O)C4C(C5=CC6=C(C=C35)OCO6)C7=CC(=C(C(=C7)OC)O)OC)O)O. Cell line: HCT116. Synergy scores: CSS=64.4, Synergy_ZIP=0.280, Synergy_Bliss=-1.03, Synergy_Loewe=-3.29, Synergy_HSA=4.87. (4) Drug 1: CCC1(CC2CC(C3=C(CCN(C2)C1)C4=CC=CC=C4N3)(C5=C(C=C6C(=C5)C78CCN9C7C(C=CC9)(C(C(C8N6C=O)(C(=O)OC)O)OC(=O)C)CC)OC)C(=O)OC)O.OS(=O)(=O)O. Drug 2: C1CC(C1)(C(=O)O)C(=O)O.[NH2-].[NH2-].[Pt+2]. Cell line: BT-549. Synergy scores: CSS=15.1, Synergy_ZIP=-2.77, Synergy_Bliss=-4.43, Synergy_Loewe=-22.9, Synergy_HSA=-2.81. (5) Drug 1: C1CN(CCN1C(=O)CCBr)C(=O)CCBr. Drug 2: COC1=C2C(=CC3=C1OC=C3)C=CC(=O)O2. Cell line: MCF7. Synergy scores: CSS=7.27, Synergy_ZIP=-4.59, Synergy_Bliss=-2.32, Synergy_Loewe=-2.96, Synergy_HSA=-2.87. (6) Drug 1: CC1=C(C=C(C=C1)NC(=O)C2=CC=C(C=C2)CN3CCN(CC3)C)NC4=NC=CC(=N4)C5=CN=CC=C5. Drug 2: C1CC(=O)NC(=O)C1N2C(=O)C3=CC=CC=C3C2=O. Cell line: SW-620. Synergy scores: CSS=-13.5, Synergy_ZIP=3.59, Synergy_Bliss=0.145, Synergy_Loewe=-9.25, Synergy_HSA=-9.25. (7) Drug 1: CN(C(=O)NC(C=O)C(C(C(CO)O)O)O)N=O. Drug 2: CC1CCCC2(C(O2)CC(NC(=O)CC(C(C(=O)C(C1O)C)(C)C)O)C(=CC3=CSC(=N3)C)C)C. Cell line: CCRF-CEM. Synergy scores: CSS=42.3, Synergy_ZIP=0.660, Synergy_Bliss=0.0110, Synergy_Loewe=-20.9, Synergy_HSA=0.0135. (8) Drug 1: CC(CN1CC(=O)NC(=O)C1)N2CC(=O)NC(=O)C2. Drug 2: CN(C)C1=NC(=NC(=N1)N(C)C)N(C)C. Cell line: UO-31. Synergy scores: CSS=14.9, Synergy_ZIP=0.521, Synergy_Bliss=3.54, Synergy_Loewe=-1.41, Synergy_HSA=2.05. (9) Drug 1: C1=CC(=CC=C1CC(C(=O)O)N)N(CCCl)CCCl.Cl. Drug 2: CC1C(C(CC(O1)OC2CC(CC3=C2C(=C4C(=C3O)C(=O)C5=C(C4=O)C(=CC=C5)OC)O)(C(=O)CO)O)N)O.Cl. Cell line: NCI/ADR-RES. Synergy scores: CSS=13.4, Synergy_ZIP=-5.06, Synergy_Bliss=-1.35, Synergy_Loewe=-4.80, Synergy_HSA=-1.37.